This data is from Peptide-MHC class I binding affinity with 185,985 pairs from IEDB/IMGT. The task is: Regression. Given a peptide amino acid sequence and an MHC pseudo amino acid sequence, predict their binding affinity value. This is MHC class I binding data. (1) The peptide sequence is IPQCRLTPL. The MHC is HLA-A02:02 with pseudo-sequence HLA-A02:02. The binding affinity (normalized) is 0.197. (2) The binding affinity (normalized) is 0.506. The peptide sequence is FQKDPPFQW. The MHC is Mamu-B52 with pseudo-sequence Mamu-B52. (3) The peptide sequence is GFADLMGYI. The MHC is Patr-A0901 with pseudo-sequence Patr-A0901. The binding affinity (normalized) is 0.299. (4) The peptide sequence is SCLNNDKEFE. The MHC is H-2-Kb with pseudo-sequence H-2-Kb. The binding affinity (normalized) is 0.000137. (5) The peptide sequence is ATYGTAVNK. The MHC is HLA-A69:01 with pseudo-sequence HLA-A69:01. The binding affinity (normalized) is 0.0847. (6) The peptide sequence is RMYSPTSI. The MHC is HLA-A29:02 with pseudo-sequence HLA-A29:02. The binding affinity (normalized) is 0. (7) The MHC is HLA-A02:01 with pseudo-sequence HLA-A02:01. The binding affinity (normalized) is 0.0847. The peptide sequence is HQDDGQPRL. (8) The peptide sequence is VMLLDIDYF. The MHC is HLA-A30:01 with pseudo-sequence HLA-A30:01. The binding affinity (normalized) is 0.0847. (9) The binding affinity (normalized) is 0.473. The peptide sequence is HAMSSTHEA. The MHC is HLA-A30:02 with pseudo-sequence HLA-A30:02. (10) The peptide sequence is GEQVDLGPVL. The MHC is HLA-B44:02 with pseudo-sequence HLA-B44:02. The binding affinity (normalized) is 0.0391.